Predict the reactants needed to synthesize the given product. From a dataset of Full USPTO retrosynthesis dataset with 1.9M reactions from patents (1976-2016). (1) Given the product [Br:1][C:2]1[CH:3]=[C:4]2[C:9](=[CH:10][CH:11]=1)[N:8]=[C:7]([C:12]1[CH:17]=[CH:16][C:15]([Br:18])=[CH:14][N:13]=1)[N:6]=[CH:5]2, predict the reactants needed to synthesize it. The reactants are: [Br:1][C:2]1[CH:3]=[C:4]2[C:9](=[CH:10][CH:11]=1)[N:8]=[C:7]([C:12]1[CH:17]=[CH:16][C:15]([Br:18])=[CH:14][N:13]=1)[NH:6][CH2:5]2.C(C1C(=O)C(Cl)=C(Cl)C(=O)C=1C#N)#N.[OH-].[Na+].C(OCC)(=O)C. (2) The reactants are: Cl[C:2]1[C:7]([C:8]([OH:10])=[O:9])=[CH:6][N:5]=[C:4]([Cl:11])[C:3]=1[Cl:12].[CH:13]1([NH2:19])[CH2:18][CH2:17][CH2:16][CH2:15][CH2:14]1. Given the product [Cl:12][C:3]1[C:4]([Cl:11])=[N:5][CH:6]=[C:7]([C:2]=1[NH:19][CH:13]1[CH2:18][CH2:17][CH2:16][CH2:15][CH2:14]1)[C:8]([OH:10])=[O:9], predict the reactants needed to synthesize it. (3) Given the product [O:13]1[C:14]2[CH:20]=[CH:19][CH:18]=[CH:17][C:15]=2[CH:16]=[C:12]1[S:9]([NH:8][C:6]1[CH:7]=[C:2]([Cl:1])[CH:3]=[CH:4][C:5]=1[S:21][CH2:44][C:45]1[CH:49]=[CH:48][N:47]([C:50]([O:52][C:53]([CH3:56])([CH3:55])[CH3:54])=[O:51])[N:46]=1)(=[O:11])=[O:10], predict the reactants needed to synthesize it. The reactants are: [Cl:1][C:2]1[CH:3]=[CH:4][C:5]([S:21][S:21][C:5]2[CH:4]=[CH:3][C:2]([Cl:1])=[CH:7][C:6]=2[NH:8][S:9]([C:12]2[O:13][C:14]3[CH:20]=[CH:19][CH:18]=[CH:17][C:15]=3[CH:16]=2)(=[O:11])=[O:10])=[C:6]([NH:8][S:9]([C:12]2[O:13][C:14]3[CH:20]=[CH:19][CH:18]=[CH:17][C:15]=3[CH:16]=2)(=[O:11])=[O:10])[CH:7]=1.Br[CH2:44][C:45]1[CH:49]=[CH:48][N:47]([C:50]([O:52][C:53]([CH3:56])([CH3:55])[CH3:54])=[O:51])[N:46]=1. (4) The reactants are: C1C=CC(C2C=CC=CC=2)=CC=1.C1C=CC(OC2C=CC=CC=2)=CC=1.[OH:26][C:27]1[CH:28]=[C:29]([C:33]2[C:34]([C:51]3[CH:56]=[CH:55][N:54]=[CH:53][CH:52]=3)=[N:35][N:36]3[C:41]([CH:42]4[CH2:47][CH2:46][CH2:45][CH2:44][CH2:43]4)=[C:40](C(O)=O)[N:39]=[N:38][C:37]=23)[CH:30]=[CH:31][CH:32]=1. Given the product [CH:42]1([C:41]2[N:36]3[N:35]=[C:34]([C:51]4[CH:56]=[CH:55][N:54]=[CH:53][CH:52]=4)[C:33]([C:29]4[CH:28]=[C:27]([OH:26])[CH:32]=[CH:31][CH:30]=4)=[C:37]3[N:38]=[N:39][CH:40]=2)[CH2:43][CH2:44][CH2:45][CH2:46][CH2:47]1, predict the reactants needed to synthesize it.